From a dataset of Catalyst prediction with 721,799 reactions and 888 catalyst types from USPTO. Predict which catalyst facilitates the given reaction. (1) Reactant: C([NH:8][C@@H:9]1[C@H:13]([F:14])[CH2:12][N:11]([C:15]([O:17][C:18]([CH3:21])([CH3:20])[CH3:19])=[O:16])[CH2:10]1)C1C=CC=CC=1. Product: [NH2:8][C@@H:9]1[C@H:13]([F:14])[CH2:12][N:11]([C:15]([O:17][C:18]([CH3:21])([CH3:20])[CH3:19])=[O:16])[CH2:10]1. The catalyst class is: 29. (2) Reactant: [CH:1]1([OH:5])[CH2:4][CH2:3][CH2:2]1.[Br:6][C:7]1[CH:8]=[N:9][C:10](Cl)=[N:11][CH:12]=1.[H-].[Na+]. Product: [Br:6][C:7]1[CH:8]=[N:9][C:10]([O:5][CH:1]2[CH2:4][CH2:3][CH2:2]2)=[N:11][CH:12]=1. The catalyst class is: 12.